Dataset: Full USPTO retrosynthesis dataset with 1.9M reactions from patents (1976-2016). Task: Predict the reactants needed to synthesize the given product. (1) Given the product [O:29]([C:4]1[C:17]2[C:16](=[O:18])[C:15]3[C:10](=[C:11]([N+:19]([O-:21])=[O:20])[CH:12]=[CH:13][CH:14]=3)[C:9](=[O:22])[C:8]=2[CH:7]=[CH:6][CH:5]=1)[C:23]1[CH:28]=[CH:27][CH:26]=[CH:25][CH:24]=1, predict the reactants needed to synthesize it. The reactants are: [N+]([C:4]1[C:17]2[C:16](=[O:18])[C:15]3[C:10](=[C:11]([N+:19]([O-:21])=[O:20])[CH:12]=[CH:13][CH:14]=3)[C:9](=[O:22])[C:8]=2[CH:7]=[CH:6][CH:5]=1)([O-])=O.[C:23]1([OH:29])[CH:28]=[CH:27][CH:26]=[CH:25][CH:24]=1.C(=O)([O-])[O-].[K+].[K+].S(=O)(=O)(O)O. (2) Given the product [Cl:6][C:7]1[CH:8]=[C:9]([NH:14][C:15]([N:17]2[CH2:18][CH2:19][N:20]([C:23]([C@H:25]3[CH2:30][N:29]([CH2:31][CH3:32])[CH2:28][CH2:27][N:26]3[S:2]([CH3:1])(=[O:4])=[O:3])=[O:24])[CH2:21][CH2:22]2)=[O:16])[CH:10]=[CH:11][C:12]=1[Cl:13], predict the reactants needed to synthesize it. The reactants are: [CH3:1][S:2](Cl)(=[O:4])=[O:3].[Cl:6][C:7]1[CH:8]=[C:9]([NH:14][C:15]([N:17]2[CH2:22][CH2:21][N:20]([C:23]([C@H:25]3[CH2:30][N:29]([CH2:31][CH3:32])[CH2:28][CH2:27][NH:26]3)=[O:24])[CH2:19][CH2:18]2)=[O:16])[CH:10]=[CH:11][C:12]=1[Cl:13]. (3) The reactants are: [Cl:1][C:2]1[N:7]=[CH:6][C:5]([OH:8])=[C:4]([CH3:9])[CH:3]=1.FC(F)(F)S(O[CH2:16][C:17]([F:20])([F:19])[CH3:18])(=O)=O. Given the product [Cl:1][C:2]1[CH:3]=[C:4]([CH3:9])[C:5]([O:8][CH2:16][C:17]([F:20])([F:19])[CH3:18])=[CH:6][N:7]=1, predict the reactants needed to synthesize it. (4) Given the product [CH3:33][NH2:34].[CH3:24][O:23][C:14]1[CH:13]=[CH:12][C:11]2[C:16](=[CH:17][CH:18]=[C:19]3[C:10]=2[CH:9]([C:25]2[CH:26]=[CH:27][C:28]([O:31][CH2:32][CH2:33][N:34]4[CH2:35][CH2:36][CH2:37][CH2:38][CH2:39]4)=[CH:29][CH:30]=2)[O:8][C:7]2[C:20]3=[CH:21][CH:22]=[C:5]([C:3]([OH:4])=[O:2])[CH:6]=2)[CH:15]=1, predict the reactants needed to synthesize it. The reactants are: C[O:2][C:3]([C:5]1[CH:6]=[C:7]2[C:20](=[CH:21][CH:22]=1)[C:19]1[C:10](=[C:11]3[C:16](=[CH:17][CH:18]=1)[CH:15]=[C:14]([O:23][CH3:24])[CH:13]=[CH:12]3)[CH:9]([C:25]1[CH:30]=[CH:29][C:28]([O:31][CH2:32][CH2:33][N:34]3[CH2:39][CH2:38][CH2:37][CH2:36][CH2:35]3)=[CH:27][CH:26]=1)[O:8]2)=[O:4].[OH-].[Na+].Cl.